From a dataset of Forward reaction prediction with 1.9M reactions from USPTO patents (1976-2016). Predict the product of the given reaction. (1) The product is: [CH:1]1([C@H:5]2[CH2:9][CH2:8][CH2:7][N:6]2[C:10]2[N:18]=[CH:17][N:16]=[C:15]3[C:11]=2[N:12]([CH2:29][C:30]2[CH:31]=[CH:32][C:33]([C:36]([F:37])([F:39])[F:38])=[CH:34][CH:35]=2)[C:13]([C:22]2[CH:27]=[CH:26][CH:25]=[C:24]([CH3:28])[CH:23]=2)=[N:14]3)[CH2:4][CH2:3][CH2:2]1. Given the reactants [CH:1]1([C@H:5]2[CH2:9][CH2:8][CH2:7][N:6]2[C:10]2[N:18]=[C:17](C(O)=O)[N:16]=[C:15]3[C:11]=2[N:12]([CH2:29][C:30]2[CH:35]=[CH:34][C:33]([C:36]([F:39])([F:38])[F:37])=[CH:32][CH:31]=2)[C:13]([C:22]2[CH:27]=[CH:26][CH:25]=[C:24]([CH3:28])[CH:23]=2)=[N:14]3)[CH2:4][CH2:3][CH2:2]1.Cl.C([O-])(O)=O.[Na+].CCOC(C)=O, predict the reaction product. (2) Given the reactants Cl[C:2]1[CH:11]=[C:10]([NH:12][C:13]2[CH:18]=[CH:17][C:16]([C:19]([F:22])([F:21])[F:20])=[CH:15][N:14]=2)[C:9]2[C:4](=[CH:5][C:6]([C:23]3[C:28]([C:29]([F:32])([F:31])[F:30])=[CH:27][CH:26]=[CH:25][N:24]=3)=[CH:7][N:8]=2)[N:3]=1.C([O-])=O.[NH4+], predict the reaction product. The product is: [F:32][C:29]([F:30])([F:31])[C:28]1[C:23]([C:6]2[CH:5]=[C:4]3[C:9]([C:10]([NH:12][C:13]4[CH:18]=[CH:17][C:16]([C:19]([F:20])([F:21])[F:22])=[CH:15][N:14]=4)=[CH:11][CH:2]=[N:3]3)=[N:8][CH:7]=2)=[N:24][CH:25]=[CH:26][CH:27]=1. (3) Given the reactants CC(C)([O-])C.[Na+].CN([C:10]1[C:15]([C:10]2[C:15](P(C3CCCCC3)C3CCCCC3)=[CH:14][CH:13]=[CH:12][CH:11]=2)=[CH:14][CH:13]=[CH:12][CH:11]=1)C.[NH2:35][C@H:36]1[C:45]2[C:40](=[CH:41][CH:42]=[CH:43][CH:44]=2)[N:39]([C:46](=[O:48])[CH3:47])[C@@H:38]([CH2:49][O:50][Si:51]([C:54]([CH3:57])([CH3:56])[CH3:55])([CH3:53])[CH3:52])[C@@H:37]1[CH3:58].BrC1C=CC=CC=1, predict the reaction product. The product is: [Si:51]([O:50][CH2:49][C@H:38]1[C@H:37]([CH3:58])[C@@H:36]([NH:35][C:10]2[CH:15]=[CH:14][CH:13]=[CH:12][CH:11]=2)[C:45]2[C:40](=[CH:41][CH:42]=[CH:43][CH:44]=2)[N:39]1[C:46](=[O:48])[CH3:47])([C:54]([CH3:57])([CH3:56])[CH3:55])([CH3:53])[CH3:52]. (4) Given the reactants [F:1][C:2]1[CH:3]=[C:4]2[C:8](=[CH:9][CH:10]=1)[N:7]([S:11]([C:14]1[CH:19]=[CH:18][C:17]([O:20][CH3:21])=[C:16]([N:22]3[CH2:27][CH2:26][NH:25][CH2:24][CH2:23]3)[CH:15]=1)(=[O:13])=[O:12])[CH:6]=[C:5]2[CH3:28].[C:29]([BH3-])#N.[Na+].C=O, predict the reaction product. The product is: [F:1][C:2]1[CH:3]=[C:4]2[C:8](=[CH:9][CH:10]=1)[N:7]([S:11]([C:14]1[CH:19]=[CH:18][C:17]([O:20][CH3:21])=[C:16]([N:22]3[CH2:27][CH2:26][N:25]([CH3:29])[CH2:24][CH2:23]3)[CH:15]=1)(=[O:13])=[O:12])[CH:6]=[C:5]2[CH3:28]. (5) The product is: [CH3:28][O:29][C:30](=[O:39])[C:31]1[CH:36]=[CH:35][C:34]([CH3:37])=[C:33]([C:14]2[S:13][C:12]([C:10](=[O:11])[NH:9][C:3]3[C:2]([F:1])=[CH:7][CH:6]=[CH:5][C:4]=3[F:8])=[CH:16][CH:15]=2)[CH:32]=1. Given the reactants [F:1][C:2]1[CH:7]=[CH:6][CH:5]=[C:4]([F:8])[C:3]=1[NH:9][C:10]([C:12]1[S:13][C:14](C2C=C(C(F)(F)F)C=CC=2Cl)=[CH:15][CH:16]=1)=[O:11].[CH3:28][O:29][C:30](=[O:39])[C:31]1[CH:36]=[CH:35][C:34]([CH3:37])=[C:33](I)[CH:32]=1, predict the reaction product.